Dataset: Forward reaction prediction with 1.9M reactions from USPTO patents (1976-2016). Task: Predict the product of the given reaction. (1) The product is: [N:25]1[CH:30]=[CH:29][N:28]=[CH:27][C:26]=1[CH:31]([NH:33][C:22]([C:11]1[CH:12]=[C:13]([C:15]2[CH:16]=[CH:17][C:18]([CH3:21])=[CH:19][CH:20]=2)[CH:14]=[C:9]([N:8]2[C:4]([CH:1]([CH3:2])[CH3:3])=[CH:5][N:6]=[N:7]2)[CH:10]=1)=[O:24])[CH3:32]. Given the reactants [CH:1]([C:4]1[N:8]([C:9]2[CH:10]=[C:11]([C:22]([OH:24])=O)[CH:12]=[C:13]([C:15]3[CH:20]=[CH:19][C:18]([CH3:21])=[CH:17][CH:16]=3)[CH:14]=2)[N:7]=[N:6][CH:5]=1)([CH3:3])[CH3:2].[N:25]1[CH:30]=[CH:29][N:28]=[CH:27][C:26]=1[CH:31]([NH2:33])[CH3:32], predict the reaction product. (2) Given the reactants C(=O)([O-])[O-].[Cs+].[Cs+].[C:7]1([OH:13])[CH:12]=[CH:11][CH:10]=[CH:9][CH:8]=1.Br[C:15]1[C:16]([O:22][CH3:23])=[N:17][CH:18]=[C:19]([Cl:21])[CH:20]=1.[Cl-].CC(C)(C(=O)CC(=O)C(C)(C)C)C, predict the reaction product. The product is: [Cl:21][C:19]1[CH:20]=[C:15]([O:13][C:7]2[CH:12]=[CH:11][CH:10]=[CH:9][CH:8]=2)[C:16]([O:22][CH3:23])=[N:17][CH:18]=1. (3) Given the reactants S([O-])([O-])(=O)=O.[CH:6]1[N:14]([C@H:15]2[CH:19]=[CH:18][C@@H:17]([CH2:20][OH:21])[CH2:16]2)[C:13]2[N:12]=[C:11]([NH2:22])[N:10]=[C:9]([NH:23][CH:24]3[CH2:26][CH2:25]3)[C:8]=2[N:7]=1.OS(O)(=O)=O, predict the reaction product. The product is: [CH:6]1[N:14]([C@H:15]2[CH:19]=[CH:18][C@@H:17]([CH2:20][OH:21])[CH2:16]2)[C:13]2[N:12]=[C:11]([NH2:22])[N:10]=[C:9]([NH:23][CH:24]3[CH2:25][CH2:26]3)[C:8]=2[N:7]=1. (4) Given the reactants [CH3:1][O:2][C:3]1[CH:8]=[CH:7][N:6]=[C:5]([NH2:9])[CH:4]=1.[Br:10][C:11]1[CH:16]=[C:15]([CH3:17])[CH:14]=[C:13](Br)[N:12]=1.CC(C)([O-])C.[Na+].O, predict the reaction product. The product is: [Br:10][C:11]1[N:12]=[C:13]([NH:9][C:5]2[CH:4]=[C:3]([O:2][CH3:1])[CH:8]=[CH:7][N:6]=2)[CH:14]=[C:15]([CH3:17])[CH:16]=1.